From a dataset of NCI-60 drug combinations with 297,098 pairs across 59 cell lines. Regression. Given two drug SMILES strings and cell line genomic features, predict the synergy score measuring deviation from expected non-interaction effect. (1) Drug 1: CC12CCC3C(C1CCC2=O)CC(=C)C4=CC(=O)C=CC34C. Drug 2: CC1C(C(CC(O1)OC2CC(CC3=C2C(=C4C(=C3O)C(=O)C5=C(C4=O)C(=CC=C5)OC)O)(C(=O)CO)O)N)O.Cl. Cell line: NCI-H226. Synergy scores: CSS=44.5, Synergy_ZIP=2.63, Synergy_Bliss=1.02, Synergy_Loewe=-7.66, Synergy_HSA=0.605. (2) Drug 1: C1CCN(CC1)CCOC2=CC=C(C=C2)C(=O)C3=C(SC4=C3C=CC(=C4)O)C5=CC=C(C=C5)O. Drug 2: CN(C)C1=NC(=NC(=N1)N(C)C)N(C)C. Cell line: PC-3. Synergy scores: CSS=-3.55, Synergy_ZIP=1.62, Synergy_Bliss=0.959, Synergy_Loewe=-4.93, Synergy_HSA=-3.94. (3) Drug 1: CC12CCC(CC1=CCC3C2CCC4(C3CC=C4C5=CN=CC=C5)C)O. Drug 2: C1=CN(C(=O)N=C1N)C2C(C(C(O2)CO)O)O.Cl. Cell line: SNB-19. Synergy scores: CSS=22.5, Synergy_ZIP=0.699, Synergy_Bliss=1.32, Synergy_Loewe=-24.8, Synergy_HSA=1.66. (4) Drug 1: C1CC(=O)NC(=O)C1N2CC3=C(C2=O)C=CC=C3N. Drug 2: CCC1=CC2CC(C3=C(CN(C2)C1)C4=CC=CC=C4N3)(C5=C(C=C6C(=C5)C78CCN9C7C(C=CC9)(C(C(C8N6C)(C(=O)OC)O)OC(=O)C)CC)OC)C(=O)OC.C(C(C(=O)O)O)(C(=O)O)O. Cell line: RPMI-8226. Synergy scores: CSS=31.9, Synergy_ZIP=-6.45, Synergy_Bliss=-10.3, Synergy_Loewe=-30.5, Synergy_HSA=-7.27. (5) Drug 1: CC1=C(C=C(C=C1)NC2=NC=CC(=N2)N(C)C3=CC4=NN(C(=C4C=C3)C)C)S(=O)(=O)N.Cl. Drug 2: CC1C(C(CC(O1)OC2CC(OC(C2O)C)OC3=CC4=CC5=C(C(=O)C(C(C5)C(C(=O)C(C(C)O)O)OC)OC6CC(C(C(O6)C)O)OC7CC(C(C(O7)C)O)OC8CC(C(C(O8)C)O)(C)O)C(=C4C(=C3C)O)O)O)O. Cell line: NCI-H226. Synergy scores: CSS=32.2, Synergy_ZIP=4.94, Synergy_Bliss=10.7, Synergy_Loewe=11.5, Synergy_HSA=11.3. (6) Drug 2: C1=NC2=C(N1)C(=S)N=C(N2)N. Drug 1: CC(C1=C(C=CC(=C1Cl)F)Cl)OC2=C(N=CC(=C2)C3=CN(N=C3)C4CCNCC4)N. Synergy scores: CSS=90.8, Synergy_ZIP=7.51, Synergy_Bliss=5.86, Synergy_Loewe=3.28, Synergy_HSA=7.99. Cell line: SR. (7) Drug 2: C1=CN(C=N1)CC(O)(P(=O)(O)O)P(=O)(O)O. Cell line: SNB-75. Synergy scores: CSS=2.04, Synergy_ZIP=-0.823, Synergy_Bliss=0.564, Synergy_Loewe=-6.56, Synergy_HSA=-0.199. Drug 1: CC1CCC2CC(C(=CC=CC=CC(CC(C(=O)C(C(C(=CC(C(=O)CC(OC(=O)C3CCCCN3C(=O)C(=O)C1(O2)O)C(C)CC4CCC(C(C4)OC)O)C)C)O)OC)C)C)C)OC. (8) Drug 1: CC1C(C(CC(O1)OC2CC(CC3=C2C(=C4C(=C3O)C(=O)C5=C(C4=O)C(=CC=C5)OC)O)(C(=O)C)O)N)O.Cl. Drug 2: C1CC(=O)NC(=O)C1N2C(=O)C3=CC=CC=C3C2=O. Cell line: CAKI-1. Synergy scores: CSS=40.2, Synergy_ZIP=6.96, Synergy_Bliss=8.93, Synergy_Loewe=-51.5, Synergy_HSA=9.06. (9) Drug 1: CC1=CC2C(CCC3(C2CCC3(C(=O)C)OC(=O)C)C)C4(C1=CC(=O)CC4)C. Drug 2: CC12CCC3C(C1CCC2O)C(CC4=C3C=CC(=C4)O)CCCCCCCCCS(=O)CCCC(C(F)(F)F)(F)F. Cell line: COLO 205. Synergy scores: CSS=1.14, Synergy_ZIP=1.26, Synergy_Bliss=1.81, Synergy_Loewe=-0.919, Synergy_HSA=-0.935. (10) Drug 1: CCC1=C2CN3C(=CC4=C(C3=O)COC(=O)C4(CC)O)C2=NC5=C1C=C(C=C5)O. Drug 2: CC(C)NC(=O)C1=CC=C(C=C1)CNNC.Cl. Cell line: 786-0. Synergy scores: CSS=7.88, Synergy_ZIP=-1.53, Synergy_Bliss=-1.44, Synergy_Loewe=0.0367, Synergy_HSA=0.106.